Predict the reactants needed to synthesize the given product. From a dataset of Full USPTO retrosynthesis dataset with 1.9M reactions from patents (1976-2016). (1) Given the product [C:1]([O:5][C:6](=[O:21])[CH2:7][C@@H:8]([CH2:17][N:18]=[N+:19]=[N-:20])[CH2:9][C@@H:10]([CH3:16])[CH2:11][CH2:12][CH2:13][CH2:14][CH3:15])([CH3:3])([CH3:4])[CH3:2], predict the reactants needed to synthesize it. The reactants are: [C:1]([O:5][C:6](=[O:21])[CH2:7][C@@H:8]([CH2:17][N:18]=[N+:19]=[N-:20])[CH2:9][C@H:10]([CH3:16])[CH2:11][CH2:12][CH2:13][CH2:14][CH3:15])([CH3:4])([CH3:3])[CH3:2].C(OC(=O)C[C@@H](COS(C1C=CC(C)=CC=1)(=O)=O)C[C@@H](C)CCCCC)(C)(C)C. (2) Given the product [OH:3][C@H:4]([CH2:5][NH:44][C:41]1([C:37]2[CH:38]=[CH:39][CH:40]=[C:35]([CH:32]([CH3:34])[CH3:33])[CH:36]=2)[CH2:42][CH2:43]1)[C@@H:6]([NH:27][C:28](=[O:30])[CH3:29])[CH2:7][C:8]1[CH:13]=[CH:12][C:11]([NH:14][C:15]2[CH:20]=[C:19]([C:21]3[CH:26]=[CH:25][CH:24]=[CH:23][CH:22]=3)[N:18]=[CH:17][N:16]=2)=[CH:10][CH:9]=1, predict the reactants needed to synthesize it. The reactants are: [Li+].[OH-].[O:3]1[CH2:5][C@@H:4]1[C@@H:6]([NH:27][C:28](=[O:30])[CH3:29])[CH2:7][C:8]1[CH:13]=[CH:12][C:11]([NH:14][C:15]2[CH:20]=[C:19]([C:21]3[CH:26]=[CH:25][CH:24]=[CH:23][CH:22]=3)[N:18]=[CH:17][N:16]=2)=[CH:10][CH:9]=1.Cl.[CH:32]([C:35]1[CH:36]=[C:37]([C:41]2([NH2:44])[CH2:43][CH2:42]2)[CH:38]=[CH:39][CH:40]=1)([CH3:34])[CH3:33].Cl. (3) Given the product [NH2:1][CH2:2][CH2:3][C:4]1[N:5]([CH:26]([C:27]2[CH:32]=[CH:31][CH:30]=[CH:29][CH:28]=2)[C:33]2[CH:34]=[CH:35][CH:36]=[CH:37][CH:38]=2)[C:6]2[C:11]([C:12]=1[CH2:13][CH2:14][CH2:15][C:16]1[CH:24]=[CH:23][C:19]([C:20]([O:22][CH3:41])=[O:21])=[CH:18][CH:17]=1)=[CH:10][C:9]([Cl:25])=[CH:8][CH:7]=2, predict the reactants needed to synthesize it. The reactants are: [NH2:1][CH2:2][CH2:3][C:4]1[N:5]([CH:26]([C:33]2[CH:38]=[CH:37][CH:36]=[CH:35][CH:34]=2)[C:27]2[CH:32]=[CH:31][CH:30]=[CH:29][CH:28]=2)[C:6]2[C:11]([C:12]=1[CH2:13][CH2:14][CH2:15][C:16]1[CH:24]=[CH:23][C:19]([C:20]([OH:22])=[O:21])=[CH:18][CH:17]=1)=[CH:10][C:9]([Cl:25])=[CH:8][CH:7]=2.CO.[CH3:41][Si](C=[N+]=[N-])(C)C. (4) Given the product [C:13]1([C:17]2[CH:18]=[CH:19][CH:20]=[CH:21][CH:22]=2)[CH:14]=[CH:15][CH:16]=[C:11]([N:9]2[CH:10]=[C:6]([C:4]([OH:5])=[O:3])[N:7]=[CH:8]2)[CH:12]=1, predict the reactants needed to synthesize it. The reactants are: C([O:3][C:4]([C:6]1[N:7]=[CH:8][N:9]([C:11]2[CH:12]=[C:13]([C:17]3[CH:22]=[CH:21][CH:20]=[CH:19][CH:18]=3)[CH:14]=[CH:15][CH:16]=2)[CH:10]=1)=[O:5])C.[OH-].[K+]. (5) Given the product [Cl:31][C:30]1[C:25]([N:12]2[CH2:11][CH2:10][N:9]([CH2:1][CH2:2][C:3]3[CH:4]=[CH:5][CH:6]=[CH:7][CH:8]=3)[CH2:14][CH2:13]2)=[C:26]([N+:33]([O-:35])=[O:34])[C:27]([NH2:32])=[N:28][CH:29]=1, predict the reactants needed to synthesize it. The reactants are: [CH2:1]([N:9]1[CH2:14][CH2:13][NH:12][CH2:11][CH2:10]1)[CH2:2][C:3]1[CH:8]=[CH:7][CH:6]=[CH:5][CH:4]=1.CCN(C(C)C)C(C)C.Cl[C:25]1[C:30]([Cl:31])=[CH:29][N:28]=[C:27]([NH2:32])[C:26]=1[N+:33]([O-:35])=[O:34].